From a dataset of Catalyst prediction with 721,799 reactions and 888 catalyst types from USPTO. Predict which catalyst facilitates the given reaction. (1) Reactant: [Cl:1][C:2]1[C:11]2[C:6](=[CH:7][CH:8]=[CH:9][CH:10]=2)[C:5]([OH:12])=[CH:4][N:3]=1.CS(O[CH2:18][C:19]1[CH:24]=[CH:23][CH:22]=[C:21]([CH2:25][O:26][Si:27]([C:30]([CH3:33])([CH3:32])[CH3:31])([CH3:29])[CH3:28])[N:20]=1)(=O)=O.[OH-].[K+]. Product: [Si:27]([O:26][CH2:25][C:21]1[N:20]=[C:19]([CH2:18][O:12][C:5]2[C:6]3[C:11](=[CH:10][CH:9]=[CH:8][CH:7]=3)[C:2]([Cl:1])=[N:3][CH:4]=2)[CH:24]=[CH:23][CH:22]=1)([C:30]([CH3:33])([CH3:32])[CH3:31])([CH3:28])[CH3:29]. The catalyst class is: 3. (2) Reactant: [Br:1][C:2]1[N:3]=[C:4]2[C:8](=[N:9][CH:10]=1)[NH:7][CH:6]=[CH:5]2.[Cl-].C([Al+]CC)C.[C:17](Cl)(=[O:22])[C:18]([CH3:21])([CH3:20])[CH3:19].C([O-])(O)=O.[Na+]. Product: [Br:1][C:2]1[N:3]=[C:4]2[C:5]([C:17](=[O:22])[C:18]([CH3:21])([CH3:20])[CH3:19])=[CH:6][NH:7][C:8]2=[N:9][CH:10]=1. The catalyst class is: 4. (3) Reactant: [CH3:1][C:2]12[C:13](=[O:14])[N:12]([CH3:15])[CH:7]([C:8](=[O:11])[N:9]1[CH3:10])[S:6]SS[S:3]2.[BH4-].[Na+]. Product: [SH:3][C:2]1([CH3:1])[N:9]([CH3:10])[C:8](=[O:11])[CH:7]([SH:6])[N:12]([CH3:15])[C:13]1=[O:14]. The catalyst class is: 5. (4) Reactant: Cl.Cl.Cl.[CH2:4]([O:6][CH2:7][C:8]1[N:9]([CH2:28][CH:29]2[CH2:34][CH2:33][CH2:32][CH2:31][NH:30]2)[C:10]2[C:19]3[CH:18]=[CH:17][C:16]([C:20]4[CH:21]=[N:22][CH:23]=[CH:24][CH:25]=4)=[CH:15][C:14]=3[N:13]=[C:12]([NH2:26])[C:11]=2[N:27]=1)[CH3:5].C(N(CC)CC)C.[CH3:42][S:43](Cl)(=[O:45])=[O:44]. Product: [CH2:4]([O:6][CH2:7][C:8]1[N:9]([CH2:28][CH:29]2[CH2:34][CH2:33][CH2:32][CH2:31][N:30]2[S:43]([CH3:42])(=[O:45])=[O:44])[C:10]2[C:19]3[CH:18]=[CH:17][C:16]([C:20]4[CH:21]=[N:22][CH:23]=[CH:24][CH:25]=4)=[CH:15][C:14]=3[N:13]=[C:12]([NH2:26])[C:11]=2[N:27]=1)[CH3:5]. The catalyst class is: 22. (5) Reactant: [NH2:1][C@H:2]1[CH2:7][CH2:6][C@H:5]([OH:8])[CH2:4][CH2:3]1.CCN(C(C)C)C(C)C.[Br:18][C:19]1[CH:20]=[CH:21][C:22]([O:29][CH3:30])=[C:23]([S:25](Cl)(=[O:27])=[O:26])[CH:24]=1. Product: [Br:18][C:19]1[CH:20]=[CH:21][C:22]([O:29][CH3:30])=[C:23]([S:25]([NH:1][C@H:2]2[CH2:7][CH2:6][C@H:5]([OH:8])[CH2:4][CH2:3]2)(=[O:26])=[O:27])[CH:24]=1. The catalyst class is: 2. (6) Reactant: [Br:1][C:2]1[C:3]([C:9]#[N:10])=[N:4][CH:5]=[C:6](F)[CH:7]=1.Cl.[NH2:12][C@H:13]([CH2:17][CH:18]1[CH2:20][CH2:19]1)[C:14]([NH2:16])=[O:15].CCN(C(C)C)C(C)C.O. Product: [Br:1][C:2]1[CH:7]=[C:6]([NH:12][C@H:13]([CH2:17][CH:18]2[CH2:20][CH2:19]2)[C:14]([NH2:16])=[O:15])[CH:5]=[N:4][C:3]=1[C:9]#[N:10]. The catalyst class is: 197. (7) Reactant: Cl[C:2]1[CH:7]=[C:6]([Cl:8])[N:5]=[CH:4][C:3]=1[C:9]([NH2:11])=[O:10].[NH3:12]. Product: [NH2:12][C:2]1[CH:7]=[C:6]([Cl:8])[N:5]=[CH:4][C:3]=1[C:9]([NH2:11])=[O:10]. The catalyst class is: 12. (8) Reactant: C[O:2][C:3](=[O:30])[C:4]1[CH:9]=[CH:8][C:7]([O:10][CH2:11][CH2:12][CH2:13][CH:14]2[CH2:19][CH2:18][N:17]([C:20]3[N:25]=[CH:24][C:23]([CH:26]([CH3:28])[CH3:27])=[CH:22][N:21]=3)[CH2:16][CH2:15]2)=[CH:6][C:5]=1[CH3:29].[OH-].[Na+].C1COCC1.Cl. Product: [CH:26]([C:23]1[CH:22]=[N:21][C:20]([N:17]2[CH2:18][CH2:19][CH:14]([CH2:13][CH2:12][CH2:11][O:10][C:7]3[CH:8]=[CH:9][C:4]([C:3]([OH:30])=[O:2])=[C:5]([CH3:29])[CH:6]=3)[CH2:15][CH2:16]2)=[N:25][CH:24]=1)([CH3:27])[CH3:28]. The catalyst class is: 24. (9) Reactant: [C:1]([O:5][C:6]([NH:8][C@@H:9]([CH2:13][C:14]#[CH:15])[C:10](O)=[O:11])=[O:7])([CH3:4])([CH3:3])[CH3:2].CN1CCOCC1.C(Cl)(=O)OCC(C)C.[N:31]1[NH:32][N:33]=[N:34][C:35]=1[NH2:36]. Product: [N:31]1[NH:32][N:33]=[N:34][C:35]=1[NH:36][C:10](=[O:11])[C@@H:9]([NH:8][C:6](=[O:7])[O:5][C:1]([CH3:4])([CH3:3])[CH3:2])[CH2:13][C:14]#[CH:15]. The catalyst class is: 375. (10) Reactant: C([O:4][C@H:5]1[C@@H:10]([O:11][CH2:12][C:13]2[CH:18]=[CH:17][CH:16]=[CH:15][CH:14]=2)[C@H:9]([O:19][CH2:20][C:21]2[CH:26]=[CH:25][CH:24]=[CH:23][CH:22]=2)[C@@H:8]([CH2:27][O:28][CH2:29][C:30]2[CH:35]=[CH:34][CH:33]=[CH:32][CH:31]=2)[O:7][C@@H:6]1[O:36][C@H:37]1[C@@H:49]([O:50][CH2:51][C:52]2[CH:57]=[CH:56][CH:55]=[CH:54][CH:53]=2)[C@H:48]([O:58][CH2:59][C:60]2[CH:65]=[CH:64][CH:63]=[CH:62][CH:61]=2)[C@@H:47]([CH2:66][O:67][CH2:68][C:69]2[CH:74]=[CH:73][CH:72]=[CH:71][CH:70]=2)[O:46][C@@H:38]1[S:39][C:40]1[CH:45]=[CH:44][CH:43]=[CH:42][CH:41]=1)(=O)C.[Na]. Product: [CH2:12]([O:11][C@H:10]1[C@H:9]([O:19][CH2:20][C:21]2[CH:26]=[CH:25][CH:24]=[CH:23][CH:22]=2)[C@@H:8]([CH2:27][O:28][CH2:29][C:30]2[CH:35]=[CH:34][CH:33]=[CH:32][CH:31]=2)[O:7][C@H:6]([O:36][C@H:37]2[C@@H:49]([O:50][CH2:51][C:52]3[CH:53]=[CH:54][CH:55]=[CH:56][CH:57]=3)[C@H:48]([O:58][CH2:59][C:60]3[CH:65]=[CH:64][CH:63]=[CH:62][CH:61]=3)[C@@H:47]([CH2:66][O:67][CH2:68][C:69]3[CH:74]=[CH:73][CH:72]=[CH:71][CH:70]=3)[O:46][C@@H:38]2[S:39][C:40]2[CH:45]=[CH:44][CH:43]=[CH:42][CH:41]=2)[C@H:5]1[OH:4])[C:13]1[CH:14]=[CH:15][CH:16]=[CH:17][CH:18]=1. The catalyst class is: 224.